Task: Predict which catalyst facilitates the given reaction.. Dataset: Catalyst prediction with 721,799 reactions and 888 catalyst types from USPTO (1) Reactant: [CH3:1][C:2]1[NH:3][CH:4]=[C:5]([CH3:7])[N:6]=1.C(=O)([O-])[O-].[K+].[K+].Cl[CH2:15][C:16]([N:18]1[CH2:23][CH2:22][N:21]([C:24]2[CH:29]=[CH:28][C:27]([Cl:30])=[CH:26][CH:25]=2)[CH2:20][CH2:19]1)=[O:17]. Product: [Cl:30][C:27]1[CH:26]=[CH:25][C:24]([N:21]2[CH2:20][CH2:19][N:18]([C:16](=[O:17])[CH2:15][N:3]3[CH:4]=[C:5]([CH3:7])[N:6]=[C:2]3[CH3:1])[CH2:23][CH2:22]2)=[CH:29][CH:28]=1. The catalyst class is: 3. (2) Reactant: [F:1][C:2]1[CH:21]=[CH:20][C:5]([CH2:6][O:7][C:8]2[CH:13]=[CH:12][C:11]([CH:14]([OH:19])[C:15]([O:17][CH3:18])=[O:16])=[CH:10][CH:9]=2)=[CH:4][CH:3]=1.[H-].[Na+].[CH3:24][O:25][CH2:26][CH2:27][O:28][CH2:29]Cl.O. Product: [F:1][C:2]1[CH:3]=[CH:4][C:5]([CH2:6][O:7][C:8]2[CH:13]=[CH:12][C:11]([CH:14]([O:19][CH2:24][O:25][CH2:26][CH2:27][O:28][CH3:29])[C:15]([O:17][CH3:18])=[O:16])=[CH:10][CH:9]=2)=[CH:20][CH:21]=1. The catalyst class is: 7.